Dataset: NCI-60 drug combinations with 297,098 pairs across 59 cell lines. Task: Regression. Given two drug SMILES strings and cell line genomic features, predict the synergy score measuring deviation from expected non-interaction effect. (1) Drug 1: CC1OCC2C(O1)C(C(C(O2)OC3C4COC(=O)C4C(C5=CC6=C(C=C35)OCO6)C7=CC(=C(C(=C7)OC)O)OC)O)O. Cell line: UO-31. Synergy scores: CSS=11.5, Synergy_ZIP=-2.04, Synergy_Bliss=-1.29, Synergy_Loewe=-10.3, Synergy_HSA=-0.795. Drug 2: C(CCl)NC(=O)N(CCCl)N=O. (2) Drug 1: C1=NC2=C(N1)C(=S)N=CN2. Cell line: NCIH23. Drug 2: CN(C(=O)NC(C=O)C(C(C(CO)O)O)O)N=O. Synergy scores: CSS=21.3, Synergy_ZIP=-7.26, Synergy_Bliss=-0.380, Synergy_Loewe=-31.8, Synergy_HSA=-1.65. (3) Drug 1: CS(=O)(=O)C1=CC(=C(C=C1)C(=O)NC2=CC(=C(C=C2)Cl)C3=CC=CC=N3)Cl. Drug 2: C1CC(=O)NC(=O)C1N2CC3=C(C2=O)C=CC=C3N. Cell line: A498. Synergy scores: CSS=5.69, Synergy_ZIP=-3.02, Synergy_Bliss=0.0150, Synergy_Loewe=0.718, Synergy_HSA=0.725. (4) Drug 1: CC1C(C(CC(O1)OC2CC(CC3=C2C(=C4C(=C3O)C(=O)C5=C(C4=O)C(=CC=C5)OC)O)(C(=O)C)O)N)O.Cl. Drug 2: C1CC(=O)NC(=O)C1N2C(=O)C3=CC=CC=C3C2=O. Cell line: MDA-MB-435. Synergy scores: CSS=18.1, Synergy_ZIP=-0.00256, Synergy_Bliss=7.67, Synergy_Loewe=1.12, Synergy_HSA=4.98. (5) Drug 1: C1C(C(OC1N2C=C(C(=O)NC2=O)F)CO)O. Drug 2: CC=C1C(=O)NC(C(=O)OC2CC(=O)NC(C(=O)NC(CSSCCC=C2)C(=O)N1)C(C)C)C(C)C. Cell line: NCIH23. Synergy scores: CSS=45.3, Synergy_ZIP=-2.55, Synergy_Bliss=-1.57, Synergy_Loewe=-26.2, Synergy_HSA=0.368. (6) Cell line: HT29. Drug 1: CC1=CC2C(CCC3(C2CCC3(C(=O)C)OC(=O)C)C)C4(C1=CC(=O)CC4)C. Synergy scores: CSS=27.7, Synergy_ZIP=-4.51, Synergy_Bliss=5.68, Synergy_Loewe=-13.0, Synergy_HSA=0.376. Drug 2: CN(CCCl)CCCl.Cl.